Dataset: Reaction yield outcomes from USPTO patents with 853,638 reactions. Task: Predict the reaction yield, written as a fraction of the theoretical maximum amount of product (1.0 means a 100% yield; for example, 0.34 means a 34% yield). (1) The yield is 0.910. The product is [Cl:1][C:2]1[CH:7]=[CH:6][CH:5]=[CH:4][C:3]=1[C:8]1[N:13]([CH2:14][C:15]2[CH:16]=[CH:17][CH:18]=[CH:19][CH:20]=2)[C:12](=[O:21])[C:11]([C:33]([NH:40][CH2:51][C:52]([OH:54])=[O:53])=[O:62])=[C:10]([OH:22])[N:9]=1. The catalyst is C1(C)C=CC=CC=1.COCCO. The reactants are [Cl:1][C:2]1[CH:7]=[CH:6][CH:5]=[CH:4][C:3]=1[C:8]1[N:13]([CH2:14][C:15]2[CH:20]=[CH:19][CH:18]=[CH:17][CH:16]=2)[C:12](=[O:21])[CH:11]=[C:10]([OH:22])[N:9]=1.[Cl-].C[Al+]C.CCCCCC.[CH2:33]([NH2:40])C1C=CC=CC=1.ClC1C=CC=CC=1C#N.C(OCC)(=O)[CH2:51][C:52]([O:54]CC)=[O:53].C[O-:62].[Na+].CO.Cl. (2) The reactants are [C:1]([N:5]1[CH2:10][CH2:9][CH:8]([C:11]#[N:12])[CH2:7][CH2:6]1)([CH3:4])([CH3:3])[CH3:2].[NH4+]=[S:14]. The catalyst is CO. The product is [C:1]([N:5]1[CH2:10][CH2:9][CH:8]([C:11](=[S:14])[NH2:12])[CH2:7][CH2:6]1)([CH3:4])([CH3:3])[CH3:2]. The yield is 0.130. (3) The reactants are Br[C:2]1[CH:3]=[C:4]([CH2:8][O:9][C:10]2[CH:15]=[CH:14][CH:13]=[C:12]([Cl:16])[N:11]=2)[CH:5]=[N:6][CH:7]=1.[CH3:17][N:18]1[C:27]2[C:22](=[CH:23][C:24](B3OC(C)(C)C(C)(C)O3)=[CH:25][CH:26]=2)[CH2:21][CH2:20][C:19]1=[O:37].CN(C=O)C.C([O-])([O-])=O.[Na+].[Na+]. The catalyst is CCOC(C)=O.C1C=CC(P(C2C=CC=CC=2)C2C=CC=CC=2)=CC=1.C1C=CC(P(C2C=CC=CC=2)C2C=CC=CC=2)=CC=1.Cl[Pd]Cl.O. The product is [Cl:16][C:12]1[N:11]=[C:10]([O:9][CH2:8][C:4]2[CH:3]=[C:2]([C:24]3[CH:23]=[C:22]4[C:27](=[CH:26][CH:25]=3)[N:18]([CH3:17])[C:19](=[O:37])[CH2:20][CH2:21]4)[CH:7]=[N:6][CH:5]=2)[CH:15]=[CH:14][CH:13]=1. The yield is 0.350. (4) The reactants are [NH2:1][CH2:2][CH2:3][C:4]1[N:5]([CH:28]([C:35]2[CH:40]=[CH:39][CH:38]=[CH:37][CH:36]=2)[C:29]2[CH:34]=[CH:33][CH:32]=[CH:31][CH:30]=2)[C:6]2[C:11]([C:12]=1[CH2:13][CH2:14][O:15][C:16]1[CH:25]=[CH:24][C:19]([C:20]([O:22]C)=[O:21])=[C:18]([F:26])[CH:17]=1)=[CH:10][C:9]([Cl:27])=[CH:8][CH:7]=2.[Cl:41][C:42]1[CH:47]=[CH:46][CH:45]=[CH:44][C:43]=1[S:48](Cl)(=[O:50])=[O:49]. No catalyst specified. The product is [CH:28]([N:5]1[C:6]2[C:11](=[CH:10][C:9]([Cl:27])=[CH:8][CH:7]=2)[C:12]([CH2:13][CH2:14][O:15][C:16]2[CH:25]=[CH:24][C:19]([C:20]([OH:22])=[O:21])=[C:18]([F:26])[CH:17]=2)=[C:4]1[CH2:3][CH2:2][NH:1][S:48]([C:43]1[CH:44]=[CH:45][CH:46]=[CH:47][C:42]=1[Cl:41])(=[O:50])=[O:49])([C:35]1[CH:40]=[CH:39][CH:38]=[CH:37][CH:36]=1)[C:29]1[CH:30]=[CH:31][CH:32]=[CH:33][CH:34]=1. The yield is 0.730. (5) The reactants are [C:1]([C:5]1[CH:6]=[C:7]([CH:9]=[CH:10][CH:11]=1)[NH2:8])([CH3:4])([CH3:3])[CH3:2].C(=O)([O-])[O-].[K+].[K+].Cl[C:19]([O:21][C:22]1[CH:27]=[CH:26][CH:25]=[CH:24][CH:23]=1)=[O:20].CN(C1C=CC=CN=1)C. The catalyst is CCOC(C)=O.C1COCC1. The product is [C:1]([C:5]1[CH:6]=[C:7]([NH:8][C:19](=[O:20])[O:21][C:22]2[CH:27]=[CH:26][CH:25]=[CH:24][CH:23]=2)[CH:9]=[CH:10][CH:11]=1)([CH3:4])([CH3:2])[CH3:3]. The yield is 0.570. (6) The reactants are [Si:1]([O:8][C@@H:9]1[C@@H:14]([CH3:15])[CH2:13][NH:12][CH2:11][C@H:10]1[NH:16][C:17](=[O:23])[O:18][C:19]([CH3:22])([CH3:21])[CH3:20])([C:4]([CH3:7])([CH3:6])[CH3:5])([CH3:3])[CH3:2].CCN(C(C)C)C(C)C.Cl[C:34]1[CH:39]=[CH:38][N:37]=[CH:36][C:35]=1[N+:40]([O-:42])=[O:41]. The catalyst is CC(O)C. The product is [Si:1]([O:8][C@@H:9]1[C@@H:14]([CH3:15])[CH2:13][N:12]([C:34]2[CH:39]=[CH:38][N:37]=[CH:36][C:35]=2[N+:40]([O-:42])=[O:41])[CH2:11][C@H:10]1[NH:16][C:17](=[O:23])[O:18][C:19]([CH3:22])([CH3:21])[CH3:20])([C:4]([CH3:7])([CH3:5])[CH3:6])([CH3:3])[CH3:2]. The yield is 0.760.